Dataset: Full USPTO retrosynthesis dataset with 1.9M reactions from patents (1976-2016). Task: Predict the reactants needed to synthesize the given product. (1) The reactants are: [OH-].[Na+].[CH2:3]([NH:10][S:11]([CH2:14][CH2:15][CH2:16][N:17]([CH3:50])[CH2:18][CH2:19][O:20][C@H:21]1[CH2:28][N:27]2[C:29]3[CH:30]=[C:31]([C:42]([O:44]C)=[O:43])[CH:32]=[CH:33][C:34]=3[C:35]([CH:36]3[CH2:41][CH2:40][CH2:39][CH2:38][CH2:37]3)=[C:26]2[C:25]2[CH:46]=[CH:47][CH:48]=[CH:49][C:24]=2[O:23][CH2:22]1)(=[O:13])=[O:12])[C:4]1[CH:9]=[CH:8][CH:7]=[CH:6][CH:5]=1. Given the product [CH2:3]([NH:10][S:11]([CH2:14][CH2:15][CH2:16][N:17]([CH3:50])[CH2:18][CH2:19][O:20][C@H:21]1[CH2:28][N:27]2[C:29]3[CH:30]=[C:31]([C:42]([OH:44])=[O:43])[CH:32]=[CH:33][C:34]=3[C:35]([CH:36]3[CH2:41][CH2:40][CH2:39][CH2:38][CH2:37]3)=[C:26]2[C:25]2[CH:46]=[CH:47][CH:48]=[CH:49][C:24]=2[O:23][CH2:22]1)(=[O:13])=[O:12])[C:4]1[CH:9]=[CH:8][CH:7]=[CH:6][CH:5]=1, predict the reactants needed to synthesize it. (2) Given the product [CH3:2][C:1]1[O:3][C:6]([CH2:7][O:8][C@H:9]2[CH2:14][CH2:13][C@H:12]([N:15]3[C:20](=[O:21])[C:19]([CH2:22][C:23]4[CH:28]=[CH:27][C:26]([C:29]5[C:30]([C:35]#[N:36])=[CH:31][CH:32]=[CH:33][CH:34]=5)=[CH:25][CH:24]=4)=[C:18]([CH2:37][CH2:38][CH3:39])[N:17]4[N:40]=[CH:41][N:42]=[C:16]34)[CH2:11][CH2:10]2)=[N:5][N:4]=1, predict the reactants needed to synthesize it. The reactants are: [C:1]([NH:4][NH:5][C:6](=O)[CH2:7][O:8][C@H:9]1[CH2:14][CH2:13][C@H:12]([N:15]2[C:20](=[O:21])[C:19]([CH2:22][C:23]3[CH:28]=[CH:27][C:26]([C:29]4[CH:34]=[CH:33][CH:32]=[CH:31][C:30]=4[C:35]#[N:36])=[CH:25][CH:24]=3)=[C:18]([CH2:37][CH2:38][CH3:39])[N:17]3[N:40]=[CH:41][N:42]=[C:16]23)[CH2:11][CH2:10]1)(=[O:3])[CH3:2].CC1C=CC(S(Cl)(=O)=O)=CC=1.N1C=CC=CC=1.Cl. (3) The reactants are: [OH-].[Na+].[F:3][C:4]1[CH:9]=[CH:8][C:7]([NH:10][C:11]2[N:16]=[CH:15][C:14]3[CH:17]=[C:18]([C:24]4[CH:25]=[N:26][N:27](C(OC(C)(C)C)=O)[CH:28]=4)[N:19]([S:20]([CH3:23])(=[O:22])=[O:21])[C:13]=3[CH:12]=2)=[CH:6][CH:5]=1.ClC1N=CC2C=C(C3C=NN(C(OC(C)(C)C)=O)C=3)N(S(C)(=O)=O)C=2C=1. Given the product [F:3][C:4]1[CH:5]=[CH:6][C:7]([NH:10][C:11]2[N:16]=[CH:15][C:14]3[CH:17]=[C:18]([C:24]4[CH:25]=[N:26][NH:27][CH:28]=4)[N:19]([S:20]([CH3:23])(=[O:21])=[O:22])[C:13]=3[CH:12]=2)=[CH:8][CH:9]=1, predict the reactants needed to synthesize it. (4) Given the product [F:1][C:2]1[CH:3]=[C:4]([CH:15]=[CH:16][C:17]=1[F:18])[O:5][CH:6]1[CH2:7][CH2:8][N:9]([CH2:12][CH2:13][NH:14][S:30]([C:28]2[S:29][C:25]([C:20]3[CH:21]=[CH:22][CH:23]=[CH:24][N:19]=3)=[CH:26][CH:27]=2)(=[O:31])=[O:32])[CH2:10][CH2:11]1, predict the reactants needed to synthesize it. The reactants are: [F:1][C:2]1[CH:3]=[C:4]([CH:15]=[CH:16][C:17]=1[F:18])[O:5][CH:6]1[CH2:11][CH2:10][N:9]([CH2:12][CH2:13][NH2:14])[CH2:8][CH2:7]1.[N:19]1[CH:24]=[CH:23][CH:22]=[CH:21][C:20]=1[C:25]1[S:29][C:28]([S:30](Cl)(=[O:32])=[O:31])=[CH:27][CH:26]=1. (5) The reactants are: [CH3:1][O:2][C:3]1[CH:4]=[CH:5][C:6]2[CH2:12][C:11](=[O:13])[CH2:10][CH2:9][CH2:8][C:7]=2[CH:14]=1.[Li+].C[Si]([N-][Si](C)(C)C)(C)C.[CH:25](=O)[CH3:26]. Given the product [CH:25](=[C:12]1/[C:11](=[O:13])[CH2:10][CH2:9][CH2:8][C:7]2[CH:14]=[C:3]([O:2][CH3:1])[CH:4]=[CH:5][C:6]/1=2)\[CH3:26], predict the reactants needed to synthesize it. (6) Given the product [C:23]([O:27][C:28]([N:30]1[CH2:31][CH:32]([CH2:34][N:35]2[CH:39]=[C:38]([C:2]3[CH:3]=[N:4][C:5]4[C:10]([CH:11]=3)=[CH:9][C:8]([CH2:12][C:13]3[N:17]5[N:18]=[C:19]([CH3:22])[CH:20]=[CH:21][C:16]5=[N:15][N:14]=3)=[CH:7][CH:6]=4)[CH:37]=[N:36]2)[CH2:33]1)=[O:29])([CH3:26])([CH3:24])[CH3:25], predict the reactants needed to synthesize it. The reactants are: Br[C:2]1[CH:3]=[N:4][C:5]2[C:10]([CH:11]=1)=[CH:9][C:8]([CH2:12][C:13]1[N:17]3[N:18]=[C:19]([CH3:22])[CH:20]=[CH:21][C:16]3=[N:15][N:14]=1)=[CH:7][CH:6]=2.[C:23]([O:27][C:28]([N:30]1[CH2:33][CH:32]([CH2:34][N:35]2[CH:39]=[C:38](C3OC(C)(C)C(C)(C)O3)[CH:37]=[N:36]2)[CH2:31]1)=[O:29])([CH3:26])([CH3:25])[CH3:24].C([O-])([O-])=O.[K+].[K+].O1CCOCC1. (7) Given the product [NH2:1][C:2]1[N:3]=[C:4]([C:19]2[CH:24]=[CH:23][CH:22]=[CH:21][CH:20]=2)[C:5]([C:9]2[CH:10]=[CH:11][C:12](=[O:18])[N:13]([CH:15]([CH3:17])[CH3:16])[CH:14]=2)=[N:6][C:7]=1[C:26]#[C:25][Si:27]([CH3:30])([CH3:29])[CH3:28], predict the reactants needed to synthesize it. The reactants are: [NH2:1][C:2]1[N:3]=[C:4]([C:19]2[CH:24]=[CH:23][CH:22]=[CH:21][CH:20]=2)[C:5]([C:9]2[CH:10]=[CH:11][C:12](=[O:18])[N:13]([CH:15]([CH3:17])[CH3:16])[CH:14]=2)=[N:6][C:7]=1Br.[C:25]([Si:27]([CH3:30])([CH3:29])[CH3:28])#[CH:26].C(Cl)Cl.CCN(CC)CC. (8) Given the product [CH:25]1([O:24][C:18]2[C:19]([CH3:23])=[CH:20][CH:21]=[CH:22][C:17]=2[C:16]([NH:15][C:6]2([CH2:5][C:4]([OH:30])=[O:3])[CH2:7][C:8]3[C:13](=[CH:12][CH:11]=[CH:10][CH:9]=3)[CH2:14]2)=[O:29])[CH2:28][CH2:27][CH2:26]1, predict the reactants needed to synthesize it. The reactants are: C([O:3][C:4](=[O:30])[CH2:5][C:6]1([NH:15][C:16](=[O:29])[C:17]2[CH:22]=[CH:21][CH:20]=[C:19]([CH3:23])[C:18]=2[O:24][CH:25]2[CH2:28][CH2:27][CH2:26]2)[CH2:14][C:13]2[C:8](=[CH:9][CH:10]=[CH:11][CH:12]=2)[CH2:7]1)C.O.[OH-].[Na+].